From a dataset of Full USPTO retrosynthesis dataset with 1.9M reactions from patents (1976-2016). Predict the reactants needed to synthesize the given product. (1) Given the product [CH3:16][O:1][CH:2]1[CH2:3][N:4]([C:6]([O:8][C:9]([CH3:12])([CH3:11])[CH3:10])=[O:7])[CH2:5]1, predict the reactants needed to synthesize it. The reactants are: [OH:1][CH:2]1[CH2:5][N:4]([C:6]([O:8][C:9]([CH3:12])([CH3:11])[CH3:10])=[O:7])[CH2:3]1.[H-].[Na+].I[CH3:16]. (2) Given the product [C:1]([C:5]1[CH:6]=[CH:7][C:8]([C:11]2[C:19]3[C:14](=[CH:15][CH:16]=[CH:17][CH:18]=3)[N:13]([CH2:48][C:39]3[CH:40]=[C:41]([O:43][CH2:44][CH2:45][O:46][CH3:47])[CH:42]=[C:37]([OH:36])[CH:38]=3)[C:12]=2[C:20]([O:22][CH2:23][C:24]2[CH:29]=[CH:28][CH:27]=[CH:26][CH:25]=2)=[O:21])=[CH:9][CH:10]=1)([CH3:4])([CH3:2])[CH3:3], predict the reactants needed to synthesize it. The reactants are: [C:1]([C:5]1[CH:10]=[CH:9][C:8]([C:11]2[C:19]3[C:14](=[CH:15][CH:16]=[CH:17][CH:18]=3)[NH:13][C:12]=2[C:20]([O:22][CH2:23][C:24]2[CH:29]=[CH:28][CH:27]=[CH:26][CH:25]=2)=[O:21])=[CH:7][CH:6]=1)([CH3:4])([CH3:3])[CH3:2].C([O:36][C:37]1[CH:42]=[C:41]([O:43][CH2:44][CH2:45][O:46][CH3:47])[CH:40]=[C:39]([CH2:48]Cl)[CH:38]=1)(=O)C(C)(C)C.C([O-])([O-])=O.[K+].[K+].CCOC(C)=O. (3) Given the product [C:1]([O:5][C:6](=[O:25])[NH:7][CH2:8][CH2:9][NH:10][C:11]([C:13]1[NH:14][C:15]2[C:20]([CH:21]=1)=[CH:19][CH:18]=[C:17]([NH2:22])[CH:16]=2)=[O:12])([CH3:4])([CH3:2])[CH3:3], predict the reactants needed to synthesize it. The reactants are: [C:1]([O:5][C:6](=[O:25])[NH:7][CH2:8][CH2:9][NH:10][C:11]([C:13]1[NH:14][C:15]2[C:20]([CH:21]=1)=[CH:19][CH:18]=[C:17]([N+:22]([O-])=O)[CH:16]=2)=[O:12])([CH3:4])([CH3:3])[CH3:2]. (4) Given the product [F:16][C:17]1[CH:22]=[CH:21][C:20]([N+:23]([O-:25])=[O:24])=[CH:19][C:18]=1[C@:26]12[CH2:34][CH2:33][CH2:32][C@H:31]1[CH2:30][S:29][C:28]([N:35]([C:9]([O:11][C:12]([CH3:13])([CH3:14])[CH3:15])=[O:10])[C:9]([O:11][C:12]([CH3:15])([CH3:14])[CH3:13])=[O:36])=[N:27]2, predict the reactants needed to synthesize it. The reactants are: [C:9](O[C:9]([O:11][C:12]([CH3:15])([CH3:14])[CH3:13])=[O:10])([O:11][C:12]([CH3:15])([CH3:14])[CH3:13])=[O:10].[F:16][C:17]1[CH:22]=[CH:21][C:20]([N+:23]([O-:25])=[O:24])=[CH:19][C:18]=1[C@:26]12[CH2:34][CH2:33][CH2:32][C@H:31]1[CH2:30][S:29][C:28]([NH2:35])=[N:27]2.[OH2:36]. (5) Given the product [C:1]([O:5][C:6]([NH:8][CH:9]([CH2:10][CH3:22])[C:11]([NH:13][CH:14]([CH:19]1[CH2:20][CH2:21]1)[C:15]([O:17][CH3:18])=[O:16])=[O:12])=[O:7])([CH3:2])([CH3:3])[CH3:4], predict the reactants needed to synthesize it. The reactants are: [C:1]([O:5][C:6]([NH:8][C@H:9]([C:11]([NH:13][CH:14]([CH:19]1[CH2:21][CH2:20]1)[C:15]([O:17][CH3:18])=[O:16])=[O:12])[CH3:10])=[O:7])([CH3:4])([CH3:3])[CH3:2].[C:22](NC(CC)C(O)=O)(OC(C)(C)C)=O. (6) Given the product [Br:1][C:2]1[CH:3]=[C:4]([CH2:8][N:9]([CH3:17])[S:10]([CH2:13][CH3:14])(=[O:11])=[O:12])[CH:5]=[N:6][CH:7]=1, predict the reactants needed to synthesize it. The reactants are: [Br:1][C:2]1[CH:3]=[C:4]([CH2:8][NH:9][S:10]([CH2:13][CH3:14])(=[O:12])=[O:11])[CH:5]=[N:6][CH:7]=1.[H-].[Na+].[CH3:17]I.